This data is from Catalyst prediction with 721,799 reactions and 888 catalyst types from USPTO. The task is: Predict which catalyst facilitates the given reaction. (1) Reactant: [H-].[Na+].[NH2:3][C:4]([C:6]1([N:17]([CH2:19][C:20]2[CH:25]=[CH:24][CH:23]=[CH:22][CH:21]=2)[CH3:18])[CH2:9][N:8]([C:10]([O:12][C:13]([CH3:16])([CH3:15])[CH3:14])=[O:11])[CH2:7]1)=[O:5].[CH3:26]I. Product: [CH2:19]([N:17]([CH3:18])[C:6]1([C:4]([NH:3][CH3:26])=[O:5])[CH2:9][N:8]([C:10]([O:12][C:13]([CH3:14])([CH3:16])[CH3:15])=[O:11])[CH2:7]1)[C:20]1[CH:21]=[CH:22][CH:23]=[CH:24][CH:25]=1. The catalyst class is: 9. (2) Reactant: Br[CH2:2][CH2:3][CH2:4][O:5][C:6]1[CH:15]=[CH:14][C:9]2[NH:10][C:11](=[O:13])[NH:12][C:8]=2[CH:7]=1.[Na+].[I-].Cl.[Cl:19][C:20]1[C:25]([Cl:26])=[CH:24][CH:23]=[CH:22][C:21]=1[N:27]1[CH2:32][CH2:31][NH:30][CH2:29][CH2:28]1.C([O-])([O-])=O.[K+].[K+]. Product: [Cl:19][C:20]1[C:25]([Cl:26])=[CH:24][CH:23]=[CH:22][C:21]=1[N:27]1[CH2:32][CH2:31][N:30]([CH2:2][CH2:3][CH2:4][O:5][C:6]2[CH:15]=[CH:14][C:9]3[NH:10][C:11](=[O:13])[NH:12][C:8]=3[CH:7]=2)[CH2:29][CH2:28]1. The catalyst class is: 23. (3) Reactant: [C:1]([C:3]1[CH:8]=[CH:7][C:6]([C:9]2[CH:14]=[CH:13][C:12]([NH:15][S:16]([CH2:19][CH3:20])(=[O:18])=[O:17])=[CH:11][CH:10]=2)=[CH:5][CH:4]=1)#[N:2].Cl.[N:22]1[CH:27]=[CH:26][CH:25]=[C:24]([CH2:28]Cl)[CH:23]=1.C(=O)([O-])[O-].[Cs+].[Cs+]. Product: [C:1]([C:3]1[CH:4]=[CH:5][C:6]([C:9]2[CH:14]=[CH:13][C:12]([N:15]([CH2:28][C:24]3[CH:23]=[N:22][CH:27]=[CH:26][CH:25]=3)[S:16]([CH2:19][CH3:20])(=[O:18])=[O:17])=[CH:11][CH:10]=2)=[CH:7][CH:8]=1)#[N:2]. The catalyst class is: 248. (4) Reactant: C([N-]C(C)C)(C)C.[Li+].[C:9]([O:13][C:14]([C@@:16]1([CH2:30][CH2:31][O:32][Si:33]([C:36]([CH3:39])([CH3:38])[CH3:37])([CH3:35])[CH3:34])[CH2:20][C:19](=[O:21])[N:18]([C@@H:22]([C:24]2[CH:29]=[CH:28][CH:27]=[CH:26][CH:25]=2)[CH3:23])[CH2:17]1)=[O:15])([CH3:12])([CH3:11])[CH3:10].C1C=CC(S(N(S(C2C=CC=CC=2)(=O)=O)[F:50])(=O)=O)=CC=1.[Cl-].[NH4+].Cl. Product: [C:9]([O:13][C:14]([C@@:16]1([CH2:30][CH2:31][O:32][Si:33]([C:36]([CH3:38])([CH3:37])[CH3:39])([CH3:35])[CH3:34])[CH:20]([F:50])[C:19](=[O:21])[N:18]([C@@H:22]([C:24]2[CH:25]=[CH:26][CH:27]=[CH:28][CH:29]=2)[CH3:23])[CH2:17]1)=[O:15])([CH3:12])([CH3:11])[CH3:10]. The catalyst class is: 54.